Dataset: NCI-60 drug combinations with 297,098 pairs across 59 cell lines. Task: Regression. Given two drug SMILES strings and cell line genomic features, predict the synergy score measuring deviation from expected non-interaction effect. (1) Drug 1: C1=NC2=C(N=C(N=C2N1C3C(C(C(O3)CO)O)O)F)N. Drug 2: CC(C)CN1C=NC2=C1C3=CC=CC=C3N=C2N. Cell line: SR. Synergy scores: CSS=7.15, Synergy_ZIP=-2.15, Synergy_Bliss=0.816, Synergy_Loewe=-1.63, Synergy_HSA=-1.12. (2) Drug 1: CS(=O)(=O)C1=CC(=C(C=C1)C(=O)NC2=CC(=C(C=C2)Cl)C3=CC=CC=N3)Cl. Drug 2: CC1C(C(CC(O1)OC2CC(OC(C2O)C)OC3=CC4=CC5=C(C(=O)C(C(C5)C(C(=O)C(C(C)O)O)OC)OC6CC(C(C(O6)C)O)OC7CC(C(C(O7)C)O)OC8CC(C(C(O8)C)O)(C)O)C(=C4C(=C3C)O)O)O)O. Cell line: HOP-62. Synergy scores: CSS=34.8, Synergy_ZIP=12.7, Synergy_Bliss=15.4, Synergy_Loewe=14.3, Synergy_HSA=13.2.